Dataset: Forward reaction prediction with 1.9M reactions from USPTO patents (1976-2016). Task: Predict the product of the given reaction. (1) Given the reactants Cl[C:2]1[N:7]=[C:6]([C:8]2[CH:13]=[CH:12][C:11]([F:14])=[C:10]([Cl:15])[CH:9]=2)[CH:5]=[C:4]([N:16]2[CH2:21][CH2:20][N:19]([C:22]3[C:27]([C:28]([F:31])([F:30])[F:29])=[CH:26][CH:25]=[CH:24][N:23]=3)[CH2:18][CH2:17]2)[N:3]=1.C([Sn](CCCC)(CCCC)[C:37]1[CH:38]=[N:39][CH:40]=[CH:41][CH:42]=1)CCC, predict the reaction product. The product is: [Cl:15][C:10]1[CH:9]=[C:8]([C:6]2[N:7]([C:37]3[CH:38]=[N:39][CH:40]=[CH:41][CH:42]=3)[CH2:2][N:3]=[C:4]([N:16]3[CH2:21][CH2:20][N:19]([C:22]4[C:27]([C:28]([F:29])([F:31])[F:30])=[CH:26][CH:25]=[CH:24][N:23]=4)[CH2:18][CH2:17]3)[CH:5]=2)[CH:13]=[CH:12][C:11]=1[F:14]. (2) Given the reactants [F:1][C:2]([F:19])([F:18])[C:3](=O)[CH2:4][C:5]([C:7]1[CH:12]=[CH:11][C:10]([C:13]([F:16])([F:15])[F:14])=[CH:9][CH:8]=1)=O.[CH2:20]([O:22][C:23]([C:25]1[N:26]=[CH:27][NH:28][C:29]=1[NH2:30])=[O:24])[CH3:21], predict the reaction product. The product is: [CH2:20]([O:22][C:23]([C:25]1[N:26]=[CH:27][N:28]2[C:3]([C:2]([F:19])([F:18])[F:1])=[CH:4][C:5]([C:7]3[CH:12]=[CH:11][C:10]([C:13]([F:16])([F:15])[F:14])=[CH:9][CH:8]=3)=[N:30][C:29]=12)=[O:24])[CH3:21]. (3) Given the reactants Br[C:2]1[CH:3]=[C:4]([CH:28]=[CH:29][CH:30]=1)[CH2:5][N:6]1[C:10]([CH3:11])=[CH:9][C:8](/[C:12](/[F:27])=[CH:13]/[C:14]2[CH:19]=[CH:18][C:17]([C:20]3([C:23]([F:26])([F:25])[F:24])[CH2:22][CH2:21]3)=[CH:16][CH:15]=2)=[N:7]1.[Si]([O:48][CH:49]1[CH2:54][CH2:53][NH:52][CH2:51][CH2:50]1)(C(C)(C)C)(C1C=CC=CC=1)C1C=CC=CC=1, predict the reaction product. The product is: [F:27]/[C:12](/[C:8]1[CH:9]=[C:10]([CH3:11])[N:6]([CH2:5][C:4]2[CH:3]=[C:2]([N:52]3[CH2:53][CH2:54][CH:49]([OH:48])[CH2:50][CH2:51]3)[CH:30]=[CH:29][CH:28]=2)[N:7]=1)=[CH:13]\[C:14]1[CH:19]=[CH:18][C:17]([C:20]2([C:23]([F:26])([F:25])[F:24])[CH2:22][CH2:21]2)=[CH:16][CH:15]=1. (4) Given the reactants [O:30]1[CH2:29][CH2:28][N:27]([S:24]([C:19]2[CH:20]=[CH:21][CH:22]=[CH:23][C:18]=2[S:17][S:17][C:18]2[CH:23]=[CH:22][CH:21]=[CH:20][C:19]=2[S:24]([N:27]2[CH2:32][CH2:31][O:30][CH2:29][CH2:28]2)(=[O:26])=[O:25])(=[O:25])=[O:26])[CH2:32][CH2:31]1.II.[CH3:35][C:36]1[N:37]([CH2:47][C:48]([O:50][CH2:51][CH3:52])=[O:49])[C:38]2[CH2:39][CH2:40][C:41]([CH3:46])([CH3:45])[CH2:42][C:43]=2[CH:44]=1, predict the reaction product. The product is: [CH3:35][C:36]1[N:37]([CH2:47][C:48]([O:50][CH2:51][CH3:52])=[O:49])[C:38]2[CH2:39][CH2:40][C:41]([CH3:46])([CH3:45])[CH2:42][C:43]=2[C:44]=1[S:17][C:18]1[CH:23]=[CH:22][CH:21]=[CH:20][C:19]=1[S:24]([N:27]1[CH2:28][CH2:29][O:30][CH2:31][CH2:32]1)(=[O:25])=[O:26]. (5) Given the reactants FC(F)(F)C(O)=O.[F:8][C:9]1[CH:10]=[C:11]([NH:33][CH2:34][CH2:35][C:36]([O:38]C(C)(C)C)=[O:37])[CH:12]=[CH:13][C:14]=1[C:15]1[S:16][C:17]2[C:22]([N:23]=1)=[CH:21][CH:20]=[C:19]([C:24]1([C:27]3[CH:32]=[CH:31][CH:30]=[CH:29][CH:28]=3)[CH2:26][CH2:25]1)[N:18]=2, predict the reaction product. The product is: [F:8][C:9]1[CH:10]=[C:11]([NH:33][CH2:34][CH2:35][C:36]([OH:38])=[O:37])[CH:12]=[CH:13][C:14]=1[C:15]1[S:16][C:17]2[C:22]([N:23]=1)=[CH:21][CH:20]=[C:19]([C:24]1([C:27]3[CH:32]=[CH:31][CH:30]=[CH:29][CH:28]=3)[CH2:25][CH2:26]1)[N:18]=2.